From a dataset of CYP1A2 inhibition data for predicting drug metabolism from PubChem BioAssay. Regression/Classification. Given a drug SMILES string, predict its absorption, distribution, metabolism, or excretion properties. Task type varies by dataset: regression for continuous measurements (e.g., permeability, clearance, half-life) or binary classification for categorical outcomes (e.g., BBB penetration, CYP inhibition). Dataset: cyp1a2_veith. (1) The molecule is COc1ccc(NC(=O)N2CC3(CCN(C(=O)c4cnccn4)CC3)C2)cc1. The result is 0 (non-inhibitor). (2) The drug is O[C@@H](COc1cccc2ccccc12)CN1CCOCC1. The result is 1 (inhibitor). (3) The drug is O=C1/C(=C/c2cccnc2)SC(=S)N1Cc1ccco1. The result is 1 (inhibitor). (4) The compound is CCOC(=O)c1c(C)nc2sc3c(=O)n(-c4ccc(C(C)=O)cc4)nnc3c2c1-c1ccc(Cl)cc1. The result is 0 (non-inhibitor). (5) The drug is CCN(CC)CCOc1ccc2c(c1)C(=NO)c1cc(OCCN(CC)CC)ccc1-2.Cl. The result is 0 (non-inhibitor). (6) The result is 0 (non-inhibitor). The drug is Cc1ccc(S(=O)(=O)N(CC(=O)N/N=C/c2ccc(F)cc2)c2cccc3cccnc23)cc1. (7) The drug is O=C(O)c1ccc(C(=O)Nc2cccc3ccccc23)c(C(=O)O)c1. The result is 0 (non-inhibitor).